From a dataset of Catalyst prediction with 721,799 reactions and 888 catalyst types from USPTO. Predict which catalyst facilitates the given reaction. Reactant: Cl[C:2]1[C:11]2[N:12]=[CH:13][N:14]([CH2:15][CH:16]([CH3:18])[CH3:17])[C:10]=2[C:9]2[CH:8]=[CH:7][CH:6]=[CH:5][C:4]=2[N:3]=1.Cl.[NH2:20]O.C([O-])(=O)C.[Na+]. Product: [CH3:17][CH:16]([CH2:15][N:14]1[C:10]2[C:9]3[CH:8]=[CH:7][CH:6]=[CH:5][C:4]=3[N:3]=[C:2]([NH2:20])[C:11]=2[N:12]=[CH:13]1)[CH3:18]. The catalyst class is: 40.